From a dataset of Peptide-MHC class II binding affinity with 134,281 pairs from IEDB. Regression. Given a peptide amino acid sequence and an MHC pseudo amino acid sequence, predict their binding affinity value. This is MHC class II binding data. The peptide sequence is YNSSQKSLFFLDEPL. The MHC is DRB1_0101 with pseudo-sequence DRB1_0101. The binding affinity (normalized) is 0.353.